From a dataset of Forward reaction prediction with 1.9M reactions from USPTO patents (1976-2016). Predict the product of the given reaction. Given the reactants [C:1]([O:5][C:6](=[O:60])[N:7]([CH2:34][CH2:35][O:36][C:37]1[CH:42]=[C:41]([O:43][CH3:44])[C:40]([C:45]([N:47]2[CH2:51][C:50](=[CH2:52])[CH2:49][C@H:48]2[C:53](OC)=[O:54])=[O:46])=[CH:39][C:38]=1[N+:57]([O-:59])=[O:58])[CH2:8][CH2:9][O:10][C:11]1[CH:16]=[C:15]([O:17][CH3:18])[C:14]([C:19]([N:21]2[CH2:25][C:24](=[CH2:26])[CH2:23][C@H:22]2[C:27](OC)=[O:28])=[O:20])=[CH:13][C:12]=1[N+:31]([O-:33])=[O:32])([CH3:4])([CH3:3])[CH3:2].CC(C[AlH]CC(C)C)C.Cl, predict the reaction product. The product is: [C:1]([O:5][C:6](=[O:60])[N:7]([CH2:34][CH2:35][O:36][C:37]1[CH:42]=[C:41]([O:43][CH3:44])[C:40]([C:45]([N:47]2[CH2:51][C:50](=[CH2:52])[CH2:49][C@H:48]2[CH:53]=[O:54])=[O:46])=[CH:39][C:38]=1[N+:57]([O-:59])=[O:58])[CH2:8][CH2:9][O:10][C:11]1[CH:16]=[C:15]([O:17][CH3:18])[C:14]([C:19]([N:21]2[CH2:25][C:24](=[CH2:26])[CH2:23][C@H:22]2[CH:27]=[O:28])=[O:20])=[CH:13][C:12]=1[N+:31]([O-:33])=[O:32])([CH3:4])([CH3:2])[CH3:3].